From a dataset of Full USPTO retrosynthesis dataset with 1.9M reactions from patents (1976-2016). Predict the reactants needed to synthesize the given product. (1) The reactants are: Cl[C:2]1[O:3][C:4]2[CH:10]=[CH:9][CH:8]=[CH:7][C:5]=2[N:6]=1.[NH2:11][C:12]1[C:17]([Cl:18])=[CH:16][C:15]([CH2:19][C:20]([O:22][CH2:23][CH3:24])=[O:21])=[C:14]([F:25])[CH:13]=1. Given the product [O:3]1[C:4]2[CH:10]=[CH:9][CH:8]=[CH:7][C:5]=2[N:6]=[C:2]1[NH:11][C:12]1[C:17]([Cl:18])=[CH:16][C:15]([CH2:19][C:20]([O:22][CH2:23][CH3:24])=[O:21])=[C:14]([F:25])[CH:13]=1, predict the reactants needed to synthesize it. (2) Given the product [CH3:2][O:3][C:4]1[CH:5]=[C:6]2[C:11](=[CH:12][C:13]=1[O:14][CH2:15][CH2:16][O:17][CH2:18][CH2:19][O:20][CH3:21])[N:10]=[CH:9][NH:8][C:7]2=[O:30], predict the reactants needed to synthesize it. The reactants are: N.[CH3:2][O:3][C:4]1[CH:5]=[C:6]2[C:11](=[CH:12][C:13]=1[O:14][CH2:15][CH2:16][O:17][CH2:18][CH2:19][O:20][CH3:21])[N:10]=[CH:9][N:8](COC(=O)C(C)(C)C)[C:7]2=[O:30].